Predict the reactants needed to synthesize the given product. From a dataset of Full USPTO retrosynthesis dataset with 1.9M reactions from patents (1976-2016). The reactants are: Br[C:2]1[C:3]([O:13][C:14]2[CH:19]=[CH:18][C:17]([F:20])=[CH:16][C:15]=2[F:21])=[N:4][CH:5]=[C:6]([CH2:8][S:9]([CH3:12])(=[O:11])=[O:10])[CH:7]=1.[CH3:22][N:23]1[CH:28]=[C:27](B2OC(C)(C)C(C)(C)O2)[C:26]2[CH:38]=[CH:39][N:40]([S:41]([C:44]3[CH:50]=[CH:49][C:47]([CH3:48])=[CH:46][CH:45]=3)(=[O:43])=[O:42])[C:25]=2[C:24]1=[O:51].P([O-])([O-])([O-])=O.[K+].[K+].[K+]. Given the product [F:21][C:15]1[CH:16]=[C:17]([F:20])[CH:18]=[CH:19][C:14]=1[O:13][C:3]1[C:2]([C:27]2[C:26]3[CH:38]=[CH:39][N:40]([S:41]([C:44]4[CH:50]=[CH:49][C:47]([CH3:48])=[CH:46][CH:45]=4)(=[O:43])=[O:42])[C:25]=3[C:24](=[O:51])[N:23]([CH3:22])[CH:28]=2)=[CH:7][C:6]([CH2:8][S:9]([CH3:12])(=[O:11])=[O:10])=[CH:5][N:4]=1, predict the reactants needed to synthesize it.